Task: Predict the reaction yield, written as a fraction of the theoretical maximum amount of product (1.0 means a 100% yield; for example, 0.34 means a 34% yield).. Dataset: Reaction yield outcomes from USPTO patents with 853,638 reactions (1) The reactants are [CH3:1][C:2]1[N:6]2[C:7](=[O:33])[N:8]([CH:10]3[CH2:15][CH2:14][N:13]([C:16](=[O:32])[CH:17]([NH:24]C(=O)OC(C)(C)C)[C:18]4[CH:23]=[CH:22][CH:21]=[CH:20][CH:19]=4)[CH2:12][CH2:11]3)[CH2:9][C:5]2=[CH:4][N:3]=1.C(OCC)(=O)C. The catalyst is Cl. The product is [NH2:24][CH:17]([C:18]1[CH:19]=[CH:20][CH:21]=[CH:22][CH:23]=1)[C:16]([N:13]1[CH2:14][CH2:15][CH:10]([N:8]2[CH2:9][C:5]3=[CH:4][N:3]=[C:2]([CH3:1])[N:6]3[C:7]2=[O:33])[CH2:11][CH2:12]1)=[O:32]. The yield is 0.310. (2) The catalyst is C(COC)OC.O.C1C=CC([P]([Pd]([P](C2C=CC=CC=2)(C2C=CC=CC=2)C2C=CC=CC=2)([P](C2C=CC=CC=2)(C2C=CC=CC=2)C2C=CC=CC=2)[P](C2C=CC=CC=2)(C2C=CC=CC=2)C2C=CC=CC=2)(C2C=CC=CC=2)C2C=CC=CC=2)=CC=1. The yield is 0.300. The reactants are [Cl:1][C:2]1[CH:3]=[C:4]2[C:8](=[CH:9][CH:10]=1)[NH:7][CH:6]=[C:5]2[CH2:11][CH2:12][NH:13][C:14](=[O:22])[C:15]1[CH:20]=[CH:19][CH:18]=[CH:17][C:16]=1I.[C:23]1([CH3:32])[CH:28]=[CH:27][CH:26]=[C:25](B(O)O)[CH:24]=1.C(=O)([O-])[O-].[Na+].[Na+]. The product is [Cl:1][C:2]1[CH:3]=[C:4]2[C:8](=[CH:9][CH:10]=1)[NH:7][CH:6]=[C:5]2[CH2:11][CH2:12][NH:13][C:14]([C:15]1[C:16]([C:25]2[CH:26]=[CH:27][CH:28]=[C:23]([CH3:32])[CH:24]=2)=[CH:17][CH:18]=[CH:19][CH:20]=1)=[O:22]. (3) The reactants are Br[C:2]1[N:7]=[C:6]2[N:8]=[C:9]([CH2:11][C:12]3[CH:17]=[CH:16][C:15]([F:18])=[CH:14][CH:13]=3)[O:10][C:5]2=[CH:4][CH:3]=1.[F:19][C:20]1[CH:25]=[CH:24][C:23]([C:26]2[O:27][C:28]3[CH:38]=[C:37]([N:39]([CH3:44])[S:40]([CH3:43])(=[O:42])=[O:41])[C:36](B4OC(C)(C)C(C)(C)O4)=[CH:35][C:29]=3[C:30]=2[C:31]([NH:33][CH3:34])=[O:32])=[CH:22][CH:21]=1. The catalyst is O1CCOCC1.C1C=CC(P(C2C=CC=CC=2)[C-]2C=CC=C2)=CC=1.C1C=CC(P(C2C=CC=CC=2)[C-]2C=CC=C2)=CC=1.Cl[Pd]Cl.[Fe+2]. The product is [F:18][C:15]1[CH:16]=[CH:17][C:12]([CH2:11][C:9]2[O:10][C:5]3[C:6]([N:8]=2)=[N:7][C:2]([C:36]2[C:37]([N:39]([CH3:44])[S:40]([CH3:43])(=[O:42])=[O:41])=[CH:38][C:28]4[O:27][C:26]([C:23]5[CH:24]=[CH:25][C:20]([F:19])=[CH:21][CH:22]=5)=[C:30]([C:31]([NH:33][CH3:34])=[O:32])[C:29]=4[CH:35]=2)=[CH:3][CH:4]=3)=[CH:13][CH:14]=1. The yield is 0.100. (4) The reactants are [Br:1][C:2]1[C:7]([O:8][CH3:9])=[CH:6][C:5]([C:10](=[O:13])[CH2:11][CH3:12])=[CH:4][C:3]=1[O:14][CH3:15].[Br-:16].[Br-].[Br-].[NH+]1C=CC=CC=1.[NH+]1C=CC=CC=1.[NH+]1C=CC=CC=1.C([O-])(O)=O.[Na+]. The catalyst is C1COCC1. The product is [Br:16][CH:11]([CH3:12])[C:10]([C:5]1[CH:6]=[C:7]([O:8][CH3:9])[C:2]([Br:1])=[C:3]([O:14][CH3:15])[CH:4]=1)=[O:13]. The yield is 0.560. (5) The reactants are C(=O)([O-])[O-].[K+].[K+].Cl.O.[NH:9]1[CH2:14][CH2:13][C:12](=[O:15])[CH2:11][CH2:10]1.[CH3:16][S:17](Cl)(=[O:19])=[O:18]. The catalyst is C(Cl)(Cl)Cl.O. The product is [CH3:16][S:17]([N:9]1[CH2:14][CH2:13][C:12](=[O:15])[CH2:11][CH2:10]1)(=[O:19])=[O:18]. The yield is 0.870.